From a dataset of M1 muscarinic receptor agonist screen with 61,833 compounds. Binary Classification. Given a drug SMILES string, predict its activity (active/inactive) in a high-throughput screening assay against a specified biological target. (1) The compound is OC(Cn1c(N2CCCC2)nc2n(c(=O)[nH]c(=O)c12)C)COc1ccccc1. The result is 0 (inactive). (2) The drug is O=c1n(n(c(c1NC(=O)c1noc(c2cc3OCOc3cc2)c1)C)C)c1ccccc1. The result is 0 (inactive). (3) The molecule is Clc1ccc(N2C(=O)C(SCC(O)=O)CC2=O)cc1. The result is 0 (inactive). (4) The compound is O=C(C12CN3CN(C1)CN(C2)C3)c1ccncc1. The result is 0 (inactive). (5) The molecule is O=C(N1CCN(CC1)c1ccc(OC)cc1)CCn1nnc2c1cccc2. The result is 0 (inactive). (6) The molecule is Brc1cc2[nH]c(nc2nc1)COc1cc(OC)ccc1. The result is 0 (inactive). (7) The molecule is S(=O)(=O)(Nc1nc(cc(n1)C)C)c1ccc(N)cc1. The result is 0 (inactive). (8) The drug is s1nc(c(N)c1C(=O)N(C(C(=O)NCCC(C)C)c1occc1)c1c(OC)cccc1)C(=O)N. The result is 0 (inactive). (9) The molecule is S(=O)(=O)(N1CC(CCC1)C(=O)Nc1cc(ccc1)C(=O)C)c1c2ncccc2ccc1. The result is 1 (active). (10) The compound is O=C1CCCC\C1=C\Nc1c(OC)ccc(OC)c1. The result is 0 (inactive).